Dataset: Full USPTO retrosynthesis dataset with 1.9M reactions from patents (1976-2016). Task: Predict the reactants needed to synthesize the given product. Given the product [CH3:1][N:2]1[CH2:7][CH2:6][N:5]([CH3:8])[CH2:4][CH:3]1[CH2:9][CH2:10][O:11][C:26]([N:23]1[CH2:24][CH2:25][N:20]([C:14]2[CH:15]=[CH:16][CH:17]=[CH:18][CH:19]=2)[CH2:21][CH2:22]1)=[O:27], predict the reactants needed to synthesize it. The reactants are: [CH3:1][N:2]1[CH2:7][CH2:6][N:5]([CH3:8])[CH2:4][CH:3]1[CH2:9][CH2:10][OH:11].[H-].[Na+].[C:14]1([N:20]2[CH2:25][CH2:24][N:23]([C:26](OC3C=CC([N+]([O-])=O)=CC=3)=[O:27])[CH2:22][CH2:21]2)[CH:19]=[CH:18][CH:17]=[CH:16][CH:15]=1.